The task is: Predict which catalyst facilitates the given reaction.. This data is from Catalyst prediction with 721,799 reactions and 888 catalyst types from USPTO. (1) Reactant: [CH2:1]([O:3][C:4]1[CH:5]=[C:6]([C:13]2[N:17]([CH3:18])[CH:16]=[N:15][N:14]=2)[CH:7]=[CH:8][C:9]=1[N+:10]([O-])=O)[CH3:2]. Product: [CH2:1]([O:3][C:4]1[CH:5]=[C:6]([C:13]2[N:17]([CH3:18])[CH:16]=[N:15][N:14]=2)[CH:7]=[CH:8][C:9]=1[NH2:10])[CH3:2]. The catalyst class is: 871. (2) Reactant: [CH3:1][O:2][C:3]1[CH:12]=[CH:11][C:6]2[N:7]=[C:8]([NH2:10])[S:9][C:5]=2[CH:4]=1.Br[CH2:14][C:15]([C:17]1[CH:22]=[CH:21][C:20]([N:23]([CH3:25])[CH3:24])=[CH:19][CH:18]=1)=O. Product: [CH3:1][O:2][C:3]1[CH:12]=[CH:11][C:6]2[N:7]3[CH:14]=[C:15]([C:17]4[CH:22]=[CH:21][C:20]([N:23]([CH3:25])[CH3:24])=[CH:19][CH:18]=4)[N:10]=[C:8]3[S:9][C:5]=2[CH:4]=1. The catalyst class is: 14. (3) Reactant: [C:1]1([C:7]2C=CC3C(=CC(C(O)=O)=CC=3)[N:8]=2)[CH:6]=[CH:5][CH:4]=[CH:3][CH:2]=1.C[O:21][C:22](=[O:32])C1C=CC(C=O)=C(N)C=1.[Br:33][C:34]1[CH:39]=[CH:38][CH:37]=[CH:36][C:35]=1[C:40](=O)[CH2:41][C:42]1[CH:47]=[CH:46][CH:45]=[CH:44][CH:43]=1.[OH-].[K+]. Product: [Br:33][C:34]1[CH:39]=[CH:38][CH:37]=[CH:36][C:35]=1[C:40]1[C:7]([C:1]2[CH:6]=[CH:5][CH:4]=[CH:3][CH:2]=2)=[N:8][C:47]2[C:42]([CH:41]=1)=[CH:43][C:44]([C:22]([OH:32])=[O:21])=[CH:45][CH:46]=2. The catalyst class is: 8. (4) Reactant: [C:1]1([C:7]2[N:12]=[C:11]([NH:13][CH2:14][CH2:15][C:16]([O:18]CC)=[O:17])[CH:10]=[C:9]([C:21](=[O:38])[NH:22][C:23]3[CH:28]=[CH:27][CH:26]=[CH:25][C:24]=3[C:29]3[S:30][C:31]4[C:36]([N:37]=3)=[CH:35][CH:34]=[CH:33][N:32]=4)[N:8]=2)[CH:6]=[CH:5][CH:4]=[CH:3][CH:2]=1.[OH-].[Na+].O.Cl. Product: [C:1]1([C:7]2[N:12]=[C:11]([NH:13][CH2:14][CH2:15][C:16]([OH:18])=[O:17])[CH:10]=[C:9]([C:21](=[O:38])[NH:22][C:23]3[CH:28]=[CH:27][CH:26]=[CH:25][C:24]=3[C:29]3[S:30][C:31]4[C:36]([N:37]=3)=[CH:35][CH:34]=[CH:33][N:32]=4)[N:8]=2)[CH:2]=[CH:3][CH:4]=[CH:5][CH:6]=1. The catalyst class is: 16. (5) Reactant: C(N(CC)CC)C.[CH3:8][N:9]1[C:17]2[C:12](=[CH:13][CH:14]=[CH:15][CH:16]=2)[C:11]([CH:18]=[O:19])=[N:10]1.[CH:20](=[N:27][C:28]1[CH:33]=[CH:32][CH:31]=[C:30]([O:34][CH3:35])[CH:29]=1)[C:21]1[CH:26]=[CH:25][CH:24]=[CH:23][CH:22]=1. Product: [CH3:35][O:34][C:30]1[CH:29]=[C:28]([NH:27][CH:20]([C:21]2[CH:26]=[CH:25][CH:24]=[CH:23][CH:22]=2)[C:18]([C:11]2[C:12]3[C:17](=[CH:16][CH:15]=[CH:14][CH:13]=3)[N:9]([CH3:8])[N:10]=2)=[O:19])[CH:33]=[CH:32][CH:31]=1. The catalyst class is: 433. (6) Reactant: [CH3:1][O:2][C:3]1[CH:16]=[CH:15][CH:14]=[C:13]([O:17][CH3:18])[C:4]=1[CH2:5][NH:6][C:7](=[NH:12])[NH:8][C:9]([NH2:11])=[S:10].Br[CH2:20][C:21](=O)[CH2:22][CH3:23].C(N(C(C)C)CC)(C)C. Product: [CH3:18][O:17][C:13]1[CH:14]=[CH:15][CH:16]=[C:3]([O:2][CH3:1])[C:4]=1[CH2:5][NH:6][C:7]([NH:8][C:9]1[S:10][CH:20]=[C:21]([CH2:22][CH3:23])[N:11]=1)=[NH:12]. The catalyst class is: 346. (7) Reactant: C([O-])(=[O:3])C.[Na+].C(=O)(O)[O-].[Na+].[C:11]([O:15][C:16]([N:18]1[CH2:23][CH2:22][N:21]([C:24]2[N:32]=[CH:31][N:30]=[C:29]3[C:25]=2[N:26]=[C:27](Cl)[N:28]3[CH2:33][C:34]2[CH:39]=[CH:38][CH:37]=[CH:36][C:35]=2[C:40]#[N:41])[CH2:20][CH2:19]1)=[O:17])([CH3:14])([CH3:13])[CH3:12]. Product: [C:11]([O:15][C:16]([N:18]1[CH2:23][CH2:22][N:21]([C:24]2[N:32]=[CH:31][N:30]=[C:29]3[C:25]=2[NH:26][C:27](=[O:3])[N:28]3[CH2:33][C:34]2[CH:39]=[CH:38][CH:37]=[CH:36][C:35]=2[C:40]#[N:41])[CH2:20][CH2:19]1)=[O:17])([CH3:14])([CH3:13])[CH3:12]. The catalyst class is: 16. (8) Reactant: [O:1]=[C:2]1[C:11]2[C:6](=[CH:7][CH:8]=[CH:9][CH:10]=2)[NH:5][CH:4]=[C:3]1[C:12]([O:14][CH2:15][CH3:16])=[O:13].Br[CH2:18][C:19]1[CH:24]=[CH:23][C:22]([C:25]2[CH:30]=[CH:29][CH:28]=[CH:27][CH:26]=2)=[CH:21][CH:20]=1.[I-].[K+].C(=O)([O-])[O-].[K+].[K+]. Product: [C:22]1([C:25]2[CH:26]=[CH:27][CH:28]=[CH:29][CH:30]=2)[CH:21]=[CH:20][C:19]([CH2:18][N:5]2[C:6]3[C:11](=[CH:10][CH:9]=[CH:8][CH:7]=3)[C:2](=[O:1])[C:3]([C:12]([O:14][CH2:15][CH3:16])=[O:13])=[CH:4]2)=[CH:24][CH:23]=1. The catalyst class is: 288. (9) Reactant: Cl.[F:2][C:3]1[C:8]([F:9])=[CH:7][CH:6]=[CH:5][C:4]=1[C@H:10]1[CH2:16][N:15]2[C:17]([C:20]([OH:23])([CH3:22])[CH3:21])=[N:18][N:19]=[C:14]2[C@H:13]([NH:24]C(=O)OC(C)(C)C)[CH2:12][CH2:11]1. Product: [NH2:24][C@@H:13]1[CH2:12][CH2:11][C@@H:10]([C:4]2[CH:5]=[CH:6][CH:7]=[C:8]([F:9])[C:3]=2[F:2])[CH2:16][N:15]2[C:17]([C:20]([OH:23])([CH3:21])[CH3:22])=[N:18][N:19]=[C:14]12. The catalyst class is: 12. (10) Reactant: C(OC([N:8]1[CH2:13][CH2:12][C:11]([OH:21])([CH2:14][C:15]([C:17]([F:20])([F:19])[F:18])=[CH2:16])[CH2:10][CH2:9]1)=O)(C)(C)C.Cl.O1CCOCC1. Product: [F:20][C:17]([F:18])([F:19])[C:15](=[CH2:16])[CH2:14][C:11]1([OH:21])[CH2:12][CH2:13][NH:8][CH2:9][CH2:10]1. The catalyst class is: 2.